From a dataset of Forward reaction prediction with 1.9M reactions from USPTO patents (1976-2016). Predict the product of the given reaction. (1) Given the reactants Cl.[CH3:2][O:3][C:4](=[O:14])[C:5]1[CH:10]=[C:9]([S:11][CH3:12])[CH:8]=[C:7]([NH2:13])[CH:6]=1.CCN(CC)CC.[Cl:22][CH2:23][CH2:24][CH2:25][C:26](Cl)=[O:27], predict the reaction product. The product is: [CH3:2][O:3][C:4](=[O:14])[C:5]1[CH:10]=[C:9]([S:11][CH3:12])[CH:8]=[C:7]([NH:13][C:26](=[O:27])[CH2:25][CH2:24][CH2:23][Cl:22])[CH:6]=1. (2) The product is: [CH:2]([C:3]1[CH:8]=[CH:7][C:6]([CH2:9][CH2:10][C:11]([OH:13])=[O:12])=[CH:5][CH:4]=1)=[O:1]. Given the reactants [OH:1][CH2:2][C:3]1[CH:8]=[CH:7][C:6]([CH2:9][CH2:10][C:11]([OH:13])=[O:12])=[CH:5][CH:4]=1, predict the reaction product. (3) Given the reactants [CH2:1]([O:4][CH2:5][CH2:6][O:7][CH2:8][CH2:9][O:10][C:11]1[CH:16]=[CH:15][C:14]([N:17]2[C:21](=[O:22])[NH:20][NH:19][C:18]2=[O:23])=[CH:13][CH:12]=1)[C:2]#[CH:3], predict the reaction product. The product is: [CH2:1]([O:4][CH2:5][CH2:6][O:7][CH2:8][CH2:9][O:10][C:11]1[CH:16]=[CH:15][C:14]([N:17]2[C:18](=[O:23])[N:19]=[N:20][C:21]2=[O:22])=[CH:13][CH:12]=1)[C:2]#[CH:3]. (4) Given the reactants [C:1]([C:3]1[CH:4]=[C:5]([C:9]2[CH:21]=[CH:20][C:12]([C:13]([O:15]C(C)(C)C)=[O:14])=[C:11]([NH:22][C:23]3[CH:28]=[CH:27][C:26]([F:29])=[CH:25][CH:24]=3)[CH:10]=2)[CH:6]=[CH:7][CH:8]=1)#[N:2], predict the reaction product. The product is: [C:1]([C:3]1[CH:4]=[C:5]([C:9]2[CH:21]=[CH:20][C:12]([C:13]([OH:15])=[O:14])=[C:11]([NH:22][C:23]3[CH:24]=[CH:25][C:26]([F:29])=[CH:27][CH:28]=3)[CH:10]=2)[CH:6]=[CH:7][CH:8]=1)#[N:2]. (5) Given the reactants C(OC([N:11]1[CH2:15][CH2:14][C:13]([C:36]#[N:37])([NH:16][C:17](=[O:35])[CH:18]([NH:26][C:27]([N:29]2[CH2:34][CH2:33][O:32][CH2:31][CH2:30]2)=[O:28])[CH2:19][CH:20]2[CH2:25][CH2:24][CH2:23][CH2:22][CH2:21]2)[CH2:12]1)=O)C1C=CC=CC=1.CO, predict the reaction product. The product is: [C:36]([C:13]1([NH:16][C:17]([CH:18]([NH:26][C:27]([N:29]2[CH2:34][CH2:33][O:32][CH2:31][CH2:30]2)=[O:28])[CH2:19][CH:20]2[CH2:21][CH2:22][CH2:23][CH2:24][CH2:25]2)=[O:35])[CH2:14][CH2:15][NH:11][CH2:12]1)#[N:37].